From a dataset of Full USPTO retrosynthesis dataset with 1.9M reactions from patents (1976-2016). Predict the reactants needed to synthesize the given product. (1) Given the product [F:20][C:16]1[CH:15]=[C:14]([N:9]2[CH:10]=[CH:11][C:12](=[O:13])[C:7]([C:5]3[N:22]([C:24]4[CH:29]=[CH:28][N:27]=[C:26]([CH3:30])[CH:25]=4)[N:2]=[CH:3][CH:4]=3)=[N:8]2)[CH:19]=[CH:18][CH:17]=1, predict the reactants needed to synthesize it. The reactants are: C[N:2](C)/[CH:3]=[CH:4]/[C:5]([C:7]1[C:12](=[O:13])[CH:11]=[CH:10][N:9]([C:14]2[CH:19]=[CH:18][CH:17]=[C:16]([F:20])[CH:15]=2)[N:8]=1)=O.[NH:22]([C:24]1[CH:29]=[CH:28][N:27]=[C:26]([CH3:30])[CH:25]=1)N. (2) Given the product [CH3:40][C:41]([CH3:64])([CH3:63])[C@H:42]([N:46]1[CH2:50][CH2:49][N:48]([CH2:51][C:52]2[N:56]([CH3:57])[C:55]3[CH:58]=[CH:59][CH:60]=[CH:61][C:54]=3[N:53]=2)[C:47]1=[O:62])[C:43]([NH:1][C@@H:2]([CH2:33][C:34]1[CH:35]=[CH:36][CH:37]=[CH:38][CH:39]=1)[CH2:3][C@H:4]([OH:32])[C@@H:5]([NH:19][C:20]([C@@H:22]([NH:27][C:28](=[O:31])[O:29][CH3:30])[C:23]([CH3:25])([CH3:26])[CH3:24])=[O:21])[CH2:6][C:7]1[CH:12]=[CH:11][C:10]([C:13]2[CH:18]=[CH:17][CH:16]=[CH:15][N:14]=2)=[CH:9][CH:8]=1)=[O:44], predict the reactants needed to synthesize it. The reactants are: [NH2:1][C@@H:2]([CH2:33][C:34]1[CH:39]=[CH:38][CH:37]=[CH:36][CH:35]=1)[CH2:3][C@H:4]([OH:32])[C@@H:5]([NH:19][C:20]([C@@H:22]([NH:27][C:28](=[O:31])[O:29][CH3:30])[C:23]([CH3:26])([CH3:25])[CH3:24])=[O:21])[CH2:6][C:7]1[CH:12]=[CH:11][C:10]([C:13]2[CH:18]=[CH:17][CH:16]=[CH:15][N:14]=2)=[CH:9][CH:8]=1.[CH3:40][C:41]([CH3:64])([CH3:63])[C@H:42]([N:46]1[CH2:50][CH2:49][N:48]([CH2:51][C:52]2[N:56]([CH3:57])[C:55]3[CH:58]=[CH:59][CH:60]=[CH:61][C:54]=3[N:53]=2)[C:47]1=[O:62])[C:43](O)=[O:44].CCOP(ON1N=NC2C=CC=CC=2C1=O)(OCC)=O.C(N(CC)C(C)C)(C)C.